Dataset: Forward reaction prediction with 1.9M reactions from USPTO patents (1976-2016). Task: Predict the product of the given reaction. (1) Given the reactants [NH2:1][C:2]1[S:3][CH:4]=[CH:5][C:6]=1[C:7]#[N:8].[CH2:9]([O:12][C:13](OCCC)(OCCC)[O:14][CH2:15][CH2:16][CH3:17])[CH2:10][CH3:11], predict the reaction product. The product is: [C:7]([C:6]1[CH:5]=[CH:4][S:3][C:2]=1[N:1]=[C:13]([O:14][CH2:15][CH2:16][CH3:17])[O:12][CH2:9][CH2:10][CH3:11])#[N:8]. (2) Given the reactants [C:1]1([C:7]#[CH:8])[CH:6]=[CH:5][CH:4]=[CH:3][CH:2]=1.Br[C:10]1[CH:15]=[CH:14][N:13]=[C:12]([C:16]([OH:18])=[O:17])[CH:11]=1.C(N(CC)CC)C, predict the reaction product. The product is: [C:1]1([C:7]#[C:8][C:10]2[CH:15]=[CH:14][N:13]=[C:12]([C:16]([OH:18])=[O:17])[CH:11]=2)[CH:6]=[CH:5][CH:4]=[CH:3][CH:2]=1. (3) Given the reactants [CH3:1][O:2][C:3]1[CH:31]=[C:30]([O:32][CH3:33])[CH:29]=[CH:28][C:4]=1[CH2:5][N:6]1[C:14](=[O:15])[C:13]2[C:12]([NH:16][C:17]3[CH:18]=[C:19]([CH3:23])[CH:20]=[CH:21][CH:22]=3)=[N:11][C:10](S(C)(=O)=O)=[N:9][C:8]=2[CH2:7]1.[NH2:34][CH2:35][CH2:36][NH:37][C:38](=[O:44])[O:39][C:40]([CH3:43])([CH3:42])[CH3:41].CCN(CC)CC.Cl, predict the reaction product. The product is: [CH3:1][O:2][C:3]1[CH:31]=[C:30]([O:32][CH3:33])[CH:29]=[CH:28][C:4]=1[CH2:5][N:6]1[C:14](=[O:15])[C:13]2[C:12]([NH:16][C:17]3[CH:18]=[C:19]([CH3:23])[CH:20]=[CH:21][CH:22]=3)=[N:11][C:10]([NH:34][CH2:35][CH2:36][NH:37][C:38](=[O:44])[O:39][C:40]([CH3:42])([CH3:41])[CH3:43])=[N:9][C:8]=2[CH2:7]1. (4) Given the reactants [NH2:1][N:2]1[C:10]2[C:5](=[C:6]([O:11]C)[CH:7]=[CH:8][CH:9]=2)[CH:4]=[CH:3]1.[N+](C1C=CC=CC=1)([O-])=O.COC1C=CC=C2C=1C=CN=N2.Br, predict the reaction product. The product is: [OH:11][C:6]1[CH:7]=[CH:8][CH:9]=[C:10]2[C:5]=1[CH:4]=[CH:3][N:1]=[N:2]2. (5) Given the reactants [H-].[Na+:2].[N:3]1[CH:8]=[CH:7][CH:6]=[CH:5][C:4]=1[CH2:9][CH2:10][C:11]#[N:12].[CH:13](OCC)=[O:14], predict the reaction product. The product is: [C:11](/[C:10](/[CH2:9][C:4]1[CH:5]=[CH:6][CH:7]=[CH:8][N:3]=1)=[CH:13]\[O-:14])#[N:12].[Na+:2]. (6) The product is: [C:43]([NH:42][C:41]([C:36]1[NH:37][C:38]2[C:34]([C:35]=1[CH2:48][C:49]([NH:30][C:15]([NH2:14])=[N:16][CH2:17][C:18]1[CH:19]=[C:20]([Cl:29])[C:21]([NH:25][C:26](=[O:28])[CH3:27])=[C:22]([Cl:24])[CH:23]=1)=[O:51])=[CH:33][C:32]([Br:31])=[CH:40][CH:39]=2)=[O:47])([CH3:44])([CH3:46])[CH3:45]. Given the reactants BrC1C=C2C(C(CC([N:14]=[C:15]([NH2:30])[NH:16][CH2:17][C:18]3[CH:23]=[C:22]([Cl:24])[C:21]([NH:25][C:26](=[O:28])[CH3:27])=[C:20]([Cl:29])[CH:19]=3)=O)=CN2)=CC=1.[Br:31][C:32]1[CH:33]=[C:34]2[C:38](=[CH:39][CH:40]=1)[NH:37][C:36]([C:41](=[O:47])[NH:42][C:43]([CH3:46])([CH3:45])[CH3:44])=[C:35]2[CH2:48][C:49]([OH:51])=O.COC1C=C2C(=CC=1)NC=C2CC(N(C(SC)=N)C(=O)OC(C)(C)C)=O, predict the reaction product. (7) Given the reactants C(OC(=O)[NH:7][C:8]1[C:12]([C:13]2[N:14]([CH2:43][CH3:44])[C:15]3[C:20]([CH2:21][N:22]4[CH2:26][CH2:25][C@H:24]([NH:27]C(OC(C)(C)C)=O)[CH2:23]4)=[CH:19][N:18]=[C:17]([C:35]4[CH:40]=[CH:39][CH:38]=[C:37]([Cl:41])[CH:36]=4)[C:16]=3[N:42]=2)=[N:11][O:10][N:9]=1)(C)(C)C.[C:46]([OH:52])([C:48]([F:51])([F:50])[F:49])=[O:47], predict the reaction product. The product is: [F:49][C:48]([F:51])([F:50])[C:46]([OH:52])=[O:47].[NH2:7][C:8]1[C:12]([C:13]2[N:14]([CH2:43][CH3:44])[C:15]3[C:20]([C:21]([N:22]4[CH2:26][CH2:25][CH:24]([NH2:27])[CH2:23]4)=[O:47])=[CH:19][N:18]=[C:17]([C:35]4[CH:40]=[CH:39][CH:38]=[C:37]([Cl:41])[CH:36]=4)[C:16]=3[N:42]=2)=[N:11][O:10][N:9]=1. (8) Given the reactants [C:6](O[C:6](=[O:9])[CH2:7][CH3:8])(=[O:9])[CH2:7][CH3:8].[OH:10][CH2:11][C@@H:12]([C@H:14]([C@@H:16]([C@@H:18]([CH2:20][OH:21])[OH:19])[OH:17])[OH:15])[OH:13].[C:22]([OH:26])(=O)[CH2:23][CH3:24], predict the reaction product. The product is: [C:6]([O:21][CH2:20][C@@H:18]([C@H:16]([C@@H:14]([C@@H:12]([CH2:11][O:10][C:6](=[O:9])[CH2:7][CH3:8])[O:13][C:22](=[O:26])[CH2:23][CH3:24])[O:15][C:6](=[O:9])[CH2:7][CH3:8])[O:17][C:6](=[O:9])[CH2:7][CH3:8])[O:19][C:6](=[O:9])[CH2:7][CH3:8])(=[O:9])[CH2:7][CH3:8]. (9) Given the reactants [CH2:1]([C:8]1[O:12][C:11]([C:13]2[CH:18]=[C:17]([F:19])[CH:16]=[CH:15][C:14]=2[F:20])=[N:10][C:9]=1[C:21](OCC)=[O:22])[C:2]1[CH:7]=[CH:6][CH:5]=[CH:4][CH:3]=1.[Li+].[BH4-], predict the reaction product. The product is: [CH2:1]([C:8]1[O:12][C:11]([C:13]2[CH:18]=[C:17]([F:19])[CH:16]=[CH:15][C:14]=2[F:20])=[N:10][C:9]=1[CH2:21][OH:22])[C:2]1[CH:3]=[CH:4][CH:5]=[CH:6][CH:7]=1.